From a dataset of Forward reaction prediction with 1.9M reactions from USPTO patents (1976-2016). Predict the product of the given reaction. (1) The product is: [O:5]([CH2:2][C:1]([OH:4])=[O:3])[C:9]1[CH:8]=[CH:7][CH:12]=[CH:11][CH:10]=1. Given the reactants [C:1]([O-:4])(=[O:3])[CH3:2].[OH-:5].[K+].[CH3:7][CH2:8][CH2:9][CH2:10][CH2:11][CH3:12].Cl, predict the reaction product. (2) Given the reactants [CH3:1][C:2]1[CH:10]=[CH:9][C:5]([C:6](O)=[O:7])=[CH:4][C:3]=1[N:11]1[CH:15]=[C:14]([C:16]2[C:17]([CH3:22])=[N:18][CH:19]=[CH:20][CH:21]=2)[N:13]=[N:12]1.[NH2:23][C:24]1[C:25]([O:39][CH3:40])=[C:26]([NH:34][S:35]([CH3:38])(=[O:37])=[O:36])[CH:27]=[C:28]([C:30]([CH3:33])([CH3:32])[CH3:31])[CH:29]=1, predict the reaction product. The product is: [C:30]([C:28]1[CH:27]=[C:26]([NH:34][S:35]([CH3:38])(=[O:37])=[O:36])[C:25]([O:39][CH3:40])=[C:24]([NH:23][C:6](=[O:7])[C:5]2[CH:9]=[CH:10][C:2]([CH3:1])=[C:3]([N:11]3[CH:15]=[C:14]([C:16]4[C:17]([CH3:22])=[N:18][CH:19]=[CH:20][CH:21]=4)[N:13]=[N:12]3)[CH:4]=2)[CH:29]=1)([CH3:33])([CH3:31])[CH3:32].